Dataset: Forward reaction prediction with 1.9M reactions from USPTO patents (1976-2016). Task: Predict the product of the given reaction. (1) The product is: [C:1]([O:5][C:6]([N:8]1[CH2:15][CH2:14][CH2:13][C@@H:9]1[C:10]([N:26]([O:27][CH3:28])[CH3:25])=[O:12])=[O:7])([CH3:2])([CH3:3])[CH3:4]. Given the reactants [C:1]([O:5][C:6]([N:8]1[CH2:15][CH2:14][CH2:13][C@@H:9]1[C:10]([OH:12])=O)=[O:7])([CH3:4])([CH3:3])[CH3:2].C(OC(Cl)=O)C(C)C.Cl.[CH3:25][NH:26][O:27][CH3:28], predict the reaction product. (2) Given the reactants [CH3:1][O:2][C:3]1[CH:8]=[CH:7][CH:6]=[CH:5][C:4]=1[C:9]1[NH:13][C:12]2[C:14]([C:22]3[CH2:27][CH2:26][N:25](C(OC(C)(C)C)=O)[CH2:24][CH:23]=3)=[CH:15][C:16]([C:18]([F:21])([F:20])[F:19])=[CH:17][C:11]=2[N:10]=1.C(O)(C(F)(F)F)=O, predict the reaction product. The product is: [CH3:1][O:2][C:3]1[CH:8]=[CH:7][CH:6]=[CH:5][C:4]=1[C:9]1[NH:13][C:12]2[C:14]([C:22]3[CH2:27][CH2:26][NH:25][CH2:24][CH:23]=3)=[CH:15][C:16]([C:18]([F:21])([F:19])[F:20])=[CH:17][C:11]=2[N:10]=1. (3) Given the reactants [CH3:1][O:2][C:3]([C:5]1([CH:11](OS(C(F)(F)F)(=O)=O)[CH3:12])[CH2:10][CH2:9][CH2:8][CH2:7][O:6]1)=[O:4].N1(C2CCCCCCCCCC2)CCCN=CCCCCC1, predict the reaction product. The product is: [CH3:1][O:2][C:3]([C:5]1([CH:11]=[CH2:12])[CH2:10][CH2:9][CH2:8][CH2:7][O:6]1)=[O:4]. (4) The product is: [CH3:16][O:18][C:19]1[C:24]([C:25]([OH:27])=[O:26])=[N:23][CH:22]=[CH:21][N:20]=1. Given the reactants C([Li])CCC.CC1(C)CCCC(C)(C)N1.[CH2:16]([O:18][C:19]1[CH:24]=[N:23][CH:22]=[CH:21][N:20]=1)C.[C:25](=[O:27])=[O:26].Cl.C(=O)([O-])O.[Na+], predict the reaction product.